This data is from Peptide-MHC class I binding affinity with 185,985 pairs from IEDB/IMGT. The task is: Regression. Given a peptide amino acid sequence and an MHC pseudo amino acid sequence, predict their binding affinity value. This is MHC class I binding data. (1) The peptide sequence is SEIDLILGY. The binding affinity (normalized) is 0.0362. The MHC is HLA-A03:01 with pseudo-sequence HLA-A03:01. (2) The peptide sequence is NSTCNFYV. The MHC is Mamu-A01 with pseudo-sequence Mamu-A01. The binding affinity (normalized) is 0.126. (3) The MHC is Mamu-A07 with pseudo-sequence Mamu-A07. The binding affinity (normalized) is 0.153. The peptide sequence is MRHVLEPF. (4) The peptide sequence is IYQARFMKY. The MHC is HLA-A02:01 with pseudo-sequence HLA-A02:01. The binding affinity (normalized) is 0.0847.